From a dataset of Reaction yield outcomes from USPTO patents with 853,638 reactions. Predict the reaction yield, written as a fraction of the theoretical maximum amount of product (1.0 means a 100% yield; for example, 0.34 means a 34% yield). (1) The yield is 0.610. The catalyst is CC(N(C)C)=O. The reactants are Br[C:2]1[CH:3]=[C:4]([N:8]([CH2:16][C:17]2[CH:22]=[CH:21][CH:20]=[C:19]([O:23][C:24]([F:27])([F:26])[F:25])[CH:18]=2)[CH2:9][CH:10]([OH:15])[C:11]([F:14])([F:13])[F:12])[CH:5]=[CH:6][CH:7]=1.[OH:28][C:29]1[CH:30]=[CH:31][C:32]([CH3:35])=[N:33][CH:34]=1.C([O-])([O-])=O.[Cs+].[Cs+]. The product is [CH3:35][C:32]1[CH:31]=[CH:30][C:29]([O:28][C:2]2[CH:3]=[C:4]([N:8]([CH2:16][C:17]3[CH:22]=[CH:21][CH:20]=[C:19]([O:23][C:24]([F:27])([F:26])[F:25])[CH:18]=3)[CH2:9][CH:10]([OH:15])[C:11]([F:14])([F:13])[F:12])[CH:5]=[CH:6][CH:7]=2)=[CH:34][N:33]=1. (2) The reactants are [NH:1]1[C:9]2[C:4](=[CH:5][CH:6]=[CH:7][CH:8]=2)[C:3]([C:10]([O:12][CH3:13])=[O:11])=[CH:2]1.CN1CCN(C)CC1.ClN1C(=O)CCC1=O.[Cl:30][CH2:31][CH2:32][CH2:33][OH:34].ClC(Cl)(Cl)C(O)=O. The catalyst is ClCCl. The product is [Cl:30][CH2:31][CH2:32][CH2:33][O:34][C:2]1[NH:1][C:9]2[C:4]([C:3]=1[C:10]([O:12][CH3:13])=[O:11])=[CH:5][CH:6]=[CH:7][CH:8]=2. The yield is 0.830. (3) The reactants are [CH:1]1[CH2:6][CH:5]=[CH:4][CH2:3][CH:2]=1.[CH3:7][Si:8]([CH3:16])([C:10]1[CH:15]=[CH:14][CH:13]=[CH:12][CH:11]=1)Cl. No catalyst specified. The product is [CH:1]1([Si:8]([CH3:16])([CH3:7])[C:10]2[CH:15]=[CH:14][CH:13]=[CH:12][CH:11]=2)[CH:6]=[CH:5][CH2:4][CH:3]=[CH:2]1. The yield is 0.690. (4) The reactants are Cl[C:2](Cl)([O:4]C(=O)OC(Cl)(Cl)Cl)Cl.[NH2:13][CH2:14][CH:15]([OH:32])[CH2:16][N:17]1[C:29]2[CH:28]=[CH:27][C:26]([Br:30])=[CH:25][C:24]=2[C:23]2[C:18]1=[CH:19][CH:20]=[C:21]([Br:31])[CH:22]=2.CCN(CC)CC.C(Cl)Cl.CCOC(C)=O. The catalyst is C(Cl)Cl. The product is [Br:31][C:21]1[CH:20]=[CH:19][C:18]2[N:17]([CH2:16][CH:15]3[O:32][C:2](=[O:4])[NH:13][CH2:14]3)[C:29]3[C:24]([C:23]=2[CH:22]=1)=[CH:25][C:26]([Br:30])=[CH:27][CH:28]=3. The yield is 0.200. (5) The reactants are C([O:8][CH2:9][C:10]1([CH2:21][N:22]2[C:26]3[CH:27]=[C:28]([C:31]#[N:32])[CH:29]=[CH:30][C:25]=3[N:24]=[CH:23]2)[CH2:20][CH2:19][CH2:18][C:12]2([O:16][C:15](=[O:17])[NH:14][CH2:13]2)[CH2:11]1)C1C=CC=CC=1.Br.[OH-].[Na+]. The catalyst is O1CCOCC1. The product is [OH:8][CH2:9][C@:10]1([CH2:21][N:22]2[C:26]3[CH:27]=[C:28]([C:31]#[N:32])[CH:29]=[CH:30][C:25]=3[N:24]=[CH:23]2)[CH2:20][CH2:19][CH2:18][C@:12]2([O:16][C:15](=[O:17])[NH:14][CH2:13]2)[CH2:11]1. The yield is 0.460. (6) The reactants are [Cl:1][C:2]1[CH:7]=[CH:6][C:5]([C@H:8]2[C@H:13]([O:14][CH2:15][C:16]3[CH:21]=[CH:20][CH:19]=[CH:18][CH:17]=3)[C@@H:12]([O:22][CH2:23][C:24]3[CH:29]=[CH:28][CH:27]=[CH:26][CH:25]=3)[C@H:11]([O:30][CH2:31][C:32]3[CH:37]=[CH:36][CH:35]=[CH:34][CH:33]=3)[C@@H:10]([CH2:38][O:39][CH2:40][C:41]3[CH:46]=[CH:45][CH:44]=[CH:43][CH:42]=3)[O:9]2)=[CH:4][C:3]=1[CH:47]([C:52]1[N:53]=[N+:54]([O-])[C:55]2[CH:61]=[C:60]([CH3:62])[CH:59]=[CH:58][C:56]=2[N:57]=1)[C:48]([O:50][CH3:51])=[O:49].[Cl-].[NH4+].CCOC(C)=O. The catalyst is O1CCOCC1.[Zn]. The product is [Cl:1][C:2]1[CH:7]=[CH:6][C:5]([C@H:8]2[C@H:13]([O:14][CH2:15][C:16]3[CH:17]=[CH:18][CH:19]=[CH:20][CH:21]=3)[C@@H:12]([O:22][CH2:23][C:24]3[CH:29]=[CH:28][CH:27]=[CH:26][CH:25]=3)[C@H:11]([O:30][CH2:31][C:32]3[CH:37]=[CH:36][CH:35]=[CH:34][CH:33]=3)[C@@H:10]([CH2:38][O:39][CH2:40][C:41]3[CH:42]=[CH:43][CH:44]=[CH:45][CH:46]=3)[O:9]2)=[CH:4][C:3]=1[CH:47]([C:52]1[N:53]=[N:54][C:55]2[CH:61]=[C:60]([CH3:62])[CH:59]=[CH:58][C:56]=2[N:57]=1)[C:48]([O:50][CH3:51])=[O:49]. The yield is 0.750. (7) The reactants are [F:1][C:2]([F:42])([F:41])[C:3]1[CH:4]=[C:5]([CH:34]=[C:35]([C:37]([F:40])([F:39])[F:38])[CH:36]=1)[CH2:6][N:7]1[C:11]([N:12]2[CH2:17][CH2:16][O:15][CH2:14][CH2:13]2)=[C:10]([C:18]([C:20]2[C:21]([C:27]3[CH:32]=[CH:31][CH:30]=[CH:29][C:28]=3[Cl:33])=[N:22][O:23][C:24]=2[CH2:25]Cl)=[O:19])[N:9]=[N:8]1.C(N(CC)CC)C.[NH:50]1[CH2:55][CH2:54][O:53][CH2:52][CH2:51]1. The catalyst is ClCCl. The product is [F:38][C:37]([F:39])([F:40])[C:35]1[CH:34]=[C:5]([CH:4]=[C:3]([C:2]([F:41])([F:1])[F:42])[CH:36]=1)[CH2:6][N:7]1[C:11]([N:12]2[CH2:13][CH2:14][O:15][CH2:16][CH2:17]2)=[C:10]([C:18]([C:20]2[C:21]([C:27]3[CH:32]=[CH:31][CH:30]=[CH:29][C:28]=3[Cl:33])=[N:22][O:23][C:24]=2[CH2:25][N:50]2[CH2:55][CH2:54][O:53][CH2:52][CH2:51]2)=[O:19])[N:9]=[N:8]1. The yield is 0.930.